Dataset: Reaction yield outcomes from USPTO patents with 853,638 reactions. Task: Predict the reaction yield, written as a fraction of the theoretical maximum amount of product (1.0 means a 100% yield; for example, 0.34 means a 34% yield). The reactants are N[C:2]1[N:6]([C:7]2[CH:12]=[CH:11][N:10]=[C:9]([Cl:13])[CH:8]=2)[N:5]=[C:4]([NH:14][C:15]2[CH:20]=[CH:19][C:18]([S:21]([NH2:24])(=[O:23])=[O:22])=[CH:17][CH:16]=2)[N:3]=1.CC(O)C.N(OCCC(C)C)=O. The catalyst is C1COCC1. The product is [Cl:13][C:9]1[CH:8]=[C:7]([N:6]2[CH:2]=[N:3][C:4]([NH:14][C:15]3[CH:16]=[CH:17][C:18]([S:21]([NH2:24])(=[O:22])=[O:23])=[CH:19][CH:20]=3)=[N:5]2)[CH:12]=[CH:11][N:10]=1. The yield is 0.500.